From a dataset of Full USPTO retrosynthesis dataset with 1.9M reactions from patents (1976-2016). Predict the reactants needed to synthesize the given product. (1) Given the product [ClH:19].[C:35]([C:32]1[N:31]=[C:30]([CH2:29][CH2:28][CH2:21][S:20][C:15]2[C:12]3[CH2:13][CH2:14][NH:8][CH2:9][CH2:10][C:11]=3[CH:18]=[CH:17][C:16]=2[Cl:19])[O:34][N:33]=1)([CH3:38])([CH3:37])[CH3:36], predict the reactants needed to synthesize it. The reactants are: C(OC([N:8]1[CH2:14][CH2:13][C:12]2[C:15]([S:20][C:21](=O)N(C)C)=[C:16]([Cl:19])[CH:17]=[CH:18][C:11]=2[CH2:10][CH2:9]1)=O)(C)(C)C.BrC[CH2:28][CH2:29][C:30]1[O:34][N:33]=[C:32]([C:35]([CH3:38])([CH3:37])[CH3:36])[N:31]=1. (2) Given the product [Br-:32].[CH3:2][O:3][C:4]1[CH:5]=[CH:6][C:7]([S:10]([NH:13][CH:14]([C:26]2[CH:31]=[CH:30][CH:29]=[CH:28][CH:27]=2)[C:15]([O:17][C@@H:18]2[CH:23]3[CH2:22][CH2:21][N+:20]([CH2:33][C:34](=[O:35])[C:36]4[CH:41]=[CH:40][CH:39]=[CH:38][CH:37]=4)([CH2:25][CH2:24]3)[CH2:19]2)=[O:16])(=[O:12])=[O:11])=[CH:8][CH:9]=1, predict the reactants needed to synthesize it. The reactants are: Cl.[CH3:2][O:3][C:4]1[CH:9]=[CH:8][C:7]([S:10]([NH:13][CH:14]([C:26]2[CH:31]=[CH:30][CH:29]=[CH:28][CH:27]=2)[C:15]([O:17][C@@H:18]2[CH:23]3[CH2:24][CH2:25][N:20]([CH2:21][CH2:22]3)[CH2:19]2)=[O:16])(=[O:12])=[O:11])=[CH:6][CH:5]=1.[Br:32][CH2:33][C:34]([C:36]1[CH:41]=[CH:40][CH:39]=[CH:38][CH:37]=1)=[O:35].